Dataset: hERG potassium channel inhibition data for cardiac toxicity prediction from Karim et al.. Task: Regression/Classification. Given a drug SMILES string, predict its toxicity properties. Task type varies by dataset: regression for continuous values (e.g., LD50, hERG inhibition percentage) or binary classification for toxic/non-toxic outcomes (e.g., AMES mutagenicity, cardiotoxicity, hepatotoxicity). Dataset: herg_karim. (1) The drug is O=C(NC1CCN(Cc2ccc3c(c2)OC(F)(F)O3)CC1)C1=CC(=O)c2ccc(F)cc2C1. The result is 1 (blocker). (2) The molecule is COc1ccc(CN2CCC(NC(=O)C3=CC(=O)c4ccc(F)cc4C3)CC2)c(F)c1. The result is 0 (non-blocker).